From a dataset of Full USPTO retrosynthesis dataset with 1.9M reactions from patents (1976-2016). Predict the reactants needed to synthesize the given product. (1) Given the product [CH:5]([C:4]1[CH:7]=[CH:8][CH:9]=[C:2]([I:1])[CH:3]=1)=[CH2:10], predict the reactants needed to synthesize it. The reactants are: [I:1][C:2]1[CH:3]=[C:4]([CH:7]=[CH:8][CH:9]=1)[CH:5]=O.[CH3:10]C(C)([O-])C.[K+]. (2) Given the product [Si:9]([O:4][CH2:3][C@@H:2]([NH2:1])[CH3:5])([C:22]([CH3:25])([CH3:24])[CH3:23])([C:16]1[CH:17]=[CH:18][CH:19]=[CH:20][CH:21]=1)[C:10]1[CH:15]=[CH:14][CH:13]=[CH:12][CH:11]=1, predict the reactants needed to synthesize it. The reactants are: [NH2:1][C@@H:2]([CH3:5])[CH2:3][OH:4].C(Cl)Cl.[Si:9](Cl)([C:22]([CH3:25])([CH3:24])[CH3:23])([C:16]1[CH:21]=[CH:20][CH:19]=[CH:18][CH:17]=1)[C:10]1[CH:15]=[CH:14][CH:13]=[CH:12][CH:11]=1. (3) Given the product [Li:5][C:7]1[CH:12]=[CH:11][C:10]([CH3:13])=[CH:9][CH:8]=1.[CH3:2][C:1]1([CH3:4])[CH2:14][CH:15]=[C:16]([C:7]2[CH:12]=[CH:11][C:10]([CH3:13])=[CH:9][CH:8]=2)[C:17]2[CH:18]=[C:19]([C:33]#[C:34][C:35]3[CH:36]=[CH:37][C:38]([C:39]([O:41][CH2:42][CH3:43])=[O:40])=[CH:44][CH:45]=3)[CH:20]=[CH:21][C:3]1=2, predict the reactants needed to synthesize it. The reactants are: [C:1]([Li:5])([CH3:4])([CH3:3])[CH3:2].Br[C:7]1[CH:12]=[CH:11][C:10]([CH3:13])=[CH:9][CH:8]=1.[CH3:14][C:15]1(C)CC=C(OS(C(F)(F)F)(=O)=O)[C:21]2[CH:20]=[C:19]([C:33]#[C:34][C:35]3[CH:45]=[CH:44][C:38]([C:39]([O:41][CH2:42][CH3:43])=[O:40])=[CH:37][CH:36]=3)[CH:18]=[CH:17][C:16]1=2. (4) Given the product [Cl:1][C:2]1[CH:31]=[CH:30][C:5]([CH2:6][NH:7][C:8]([C:10]2[C:19](=[O:20])[C:18]3[C:13](=[C:14]([C:41]#[C:40][CH2:39][N:38]4[C:34]([CH3:33])=[CH:35][N:36]=[CH:37]4)[CH:15]=[C:16]([CH2:21][N:22]4[CH2:27][CH2:26][O:25][CH2:24][CH2:23]4)[CH:17]=3)[N:12]([CH3:29])[CH:11]=2)=[O:9])=[CH:4][CH:3]=1, predict the reactants needed to synthesize it. The reactants are: [Cl:1][C:2]1[CH:31]=[CH:30][C:5]([CH2:6][NH:7][C:8]([C:10]2[C:19](=[O:20])[C:18]3[C:13](=[C:14](I)[CH:15]=[C:16]([CH2:21][N:22]4[CH2:27][CH2:26][O:25][CH2:24][CH2:23]4)[CH:17]=3)[N:12]([CH3:29])[CH:11]=2)=[O:9])=[CH:4][CH:3]=1.Br.[CH3:33][C:34]1[N:38]([CH2:39][C:40]#[CH:41])[CH:37]=[N:36][CH:35]=1.CN(C=O)C. (5) Given the product [ClH:40].[O:1]1[C:6]2[CH:7]=[CH:8][C:9]([CH2:11][NH:12][CH:20]3[CH2:25][CH2:24][N:23]([CH2:26][CH2:27][N:28]4[C:37]5[C:32](=[CH:33][CH:34]=[CH:35][CH:36]=5)[CH:31]=[C:30]([Br:38])[C:29]4=[O:39])[CH2:22][CH2:21]3)=[CH:10][C:5]=2[O:4][CH2:3][CH2:2]1, predict the reactants needed to synthesize it. The reactants are: [O:1]1[C:6]2[CH:7]=[CH:8][C:9]([CH2:11][N:12]([CH:20]3[CH2:25][CH2:24][N:23]([CH2:26][CH2:27][N:28]4[C:37]5[C:32](=[CH:33][CH:34]=[CH:35][CH:36]=5)[CH:31]=[C:30]([Br:38])[C:29]4=[O:39])[CH2:22][CH2:21]3)C(=O)OC(C)(C)C)=[CH:10][C:5]=2[O:4][CH2:3][CH2:2]1.[ClH:40].O1CCOCC1. (6) Given the product [Cl:1][C:2]1[C:3]([CH:12]([CH2:15][CH3:16])[C:13]#[N:14])=[N:4][CH:5]=[C:6]([C:8]([F:11])([F:9])[F:10])[CH:7]=1, predict the reactants needed to synthesize it. The reactants are: [Cl:1][C:2]1[C:3]([CH2:12][C:13]#[N:14])=[N:4][CH:5]=[C:6]([C:8]([F:11])([F:10])[F:9])[CH:7]=1.[CH:15](C)(C)[C:16]([O-])=O.[K+].C(I)C.O.